This data is from Full USPTO retrosynthesis dataset with 1.9M reactions from patents (1976-2016). The task is: Predict the reactants needed to synthesize the given product. (1) The reactants are: [Cl:1][C:2]1(N)[CH:7]=[CH:6][C:5]([N:8]([C:12]2[CH:17]=[CH:16][CH:15]=[CH:14][C:13]=2[C:18]([F:21])([F:20])[F:19])[C:9](=[O:11])[NH2:10])=[CH:4][CH2:3]1.[C:23]([O:34][CH3:35])(=[O:33])[C:24]1[CH:32]=[CH:31][CH:30]=[C:26](C([O-])=O)[CH:25]=1.C1C=CC2N([OH:45])N=NC=2C=1.O.CN1CCOCC1.CCN=C=NCCCN(C)C.Cl.C[N:67]([CH:69]=[O:70])C. Given the product [Cl:1][C:2]1([C:31]2[CH:30]=[CH:26][CH:25]=[C:24]([C:23]([O:34][CH3:35])=[O:33])[CH:32]=2)[CH:7]=[CH:6][C:5]([N:8]([C:12]2[CH:17]=[CH:16][CH:15]=[CH:14][C:13]=2[C:18]([F:21])([F:20])[F:19])[C:9](=[O:11])[NH2:10])=[C:4]([NH:67][C:69]([OH:70])=[O:45])[CH2:3]1, predict the reactants needed to synthesize it. (2) The reactants are: [NH2:1][C:2]1[CH:34]=[CH:33][C:5]([C:6]([NH:8][C@@H:9]2[CH2:14][C@H:13]([F:15])[CH2:12][C@H:11]([NH:16][C:17]3[N:22]=[C:21]([C:23]4[C:31]5[C:26](=[CH:27][CH:28]=[CH:29][CH:30]=5)[NH:25][CH:24]=4)[C:20]([Cl:32])=[CH:19][N:18]=3)[CH2:10]2)=[O:7])=[CH:4][CH:3]=1.C[CH2:36][N:37]([CH:41]([CH3:43])C)[CH:38](C)C.BrC/C=[CH:47]/[C:48](Cl)=[O:49].C(Cl)Cl.CNC.C1COCC1. Given the product [Cl:32][C:20]1[C:21]([C:23]2[C:31]3[C:26](=[CH:27][CH:28]=[CH:29][CH:30]=3)[NH:25][CH:24]=2)=[N:22][C:17]([NH:16][C@H:11]2[CH2:12][C@@H:13]([F:15])[CH2:14][C@@H:9]([NH:8][C:6](=[O:7])[C:5]3[CH:4]=[CH:3][C:2]([NH:1][C:48](=[O:49])/[CH:47]=[CH:43]/[CH2:41][N:37]([CH3:36])[CH3:38])=[CH:34][CH:33]=3)[CH2:10]2)=[N:18][CH:19]=1, predict the reactants needed to synthesize it.